From a dataset of Reaction yield outcomes from USPTO patents with 853,638 reactions. Predict the reaction yield, written as a fraction of the theoretical maximum amount of product (1.0 means a 100% yield; for example, 0.34 means a 34% yield). (1) The reactants are C(OC([N:11]1[CH2:15][CH:14]([CH2:16]O)[CH:13]([NH:18][C:19]([O:21][C:22]([CH3:25])([CH3:24])[CH3:23])=[O:20])[CH2:12]1)=O)C1C=CC=CC=1.C(OC(OC(C)(C)C)=O)(OC(C)(C)C)=O. The catalyst is ClCCl.FC(F)(F)C(O)=O.C(O)C. The product is [C:22]([O:21][C:19]([N:18]1[CH2:16][CH:14]2[CH:13]1[CH2:12][NH:11][CH2:15]2)=[O:20])([CH3:25])([CH3:24])[CH3:23]. The yield is 0.670. (2) The reactants are [CH:1]([CH:3]1[CH2:6][N:5]([C:7]([O:9][C:10]([CH3:13])([CH3:12])[CH3:11])=[O:8])[CH2:4]1)=O.Cl.[C:15]1([CH:21]2[CH2:23][CH:22]2[NH2:24])[CH:20]=[CH:19][CH:18]=[CH:17][CH:16]=1.C(O)(=O)C.[BH-](OC(C)=O)(OC(C)=O)OC(C)=O.[Na+]. The catalyst is C(Cl)Cl. The product is [C:15]1([C@@H:21]2[CH2:23][C@H:22]2[NH:24][CH2:1][CH:3]2[CH2:6][N:5]([C:7]([O:9][C:10]([CH3:13])([CH3:12])[CH3:11])=[O:8])[CH2:4]2)[CH:20]=[CH:19][CH:18]=[CH:17][CH:16]=1. The yield is 0.570.